From a dataset of Full USPTO retrosynthesis dataset with 1.9M reactions from patents (1976-2016). Predict the reactants needed to synthesize the given product. (1) Given the product [O:1]=[C:2]1[CH2:8][CH:7]([C:9]([O:11][CH3:12])=[O:10])[CH2:6][CH2:5][CH2:4][NH:3]1, predict the reactants needed to synthesize it. The reactants are: [O:1]=[C:2]1[CH:8]=[C:7]([C:9]([O:11][CH3:12])=[O:10])[CH2:6][CH2:5][CH2:4][NH:3]1. (2) Given the product [CH3:3][N:2]([CH2:4][C:5]1[N:10]=[C:9]([C:11]([F:12])([F:13])[F:14])[N:8]=[C:7]([C:15]([N:49]2[CH2:50][CH2:51][CH:52]([N:55]3[CH2:56][C:57]([CH2:81][C:82]#[N:83])([N:59]4[CH:63]=[C:62]([C:64]5[C:65]6[CH:72]=[CH:71][NH:70][C:66]=6[N:67]=[CH:68][N:69]=5)[CH:61]=[N:60]4)[CH2:58]3)[CH2:53][CH2:54]2)=[O:17])[CH:6]=1)[CH3:1], predict the reactants needed to synthesize it. The reactants are: [CH3:1][N:2]([CH2:4][C:5]1[N:10]=[C:9]([C:11]([F:14])([F:13])[F:12])[N:8]=[C:7]([C:15]([OH:17])=O)[CH:6]=1)[CH3:3].C(N(CC)CC)C.F[P-](F)(F)(F)(F)F.C[N+](C)=C(N(C)C)ON1C2N=CC=CC=2N=N1.[NH:49]1[CH2:54][CH2:53][CH:52]([N:55]2[CH2:58][C:57]([CH2:81][C:82]#[N:83])([N:59]3[CH:63]=[C:62]([C:64]4[C:65]5[CH:72]=[CH:71][N:70](COCC[Si](C)(C)C)[C:66]=5[N:67]=[CH:68][N:69]=4)[CH:61]=[N:60]3)[CH2:56]2)[CH2:51][CH2:50]1. (3) Given the product [Cl:7][C:8]1[N:9]=[C:10]([CH3:37])[N:11]([CH2:14][C:15]2[S:30][C:18]3[N:19]([CH2:26][CH:27]([CH3:29])[CH3:28])[C:20](=[O:25])[N:21]([CH3:24])[C:22](=[O:23])[C:17]=3[C:16]=2[C:31]([N:33]([OH:35])[CH3:34])=[O:32])[C:12]=1[Cl:13], predict the reactants needed to synthesize it. The reactants are: C(Cl)(=O)C(Cl)=O.[Cl:7][C:8]1[N:9]=[C:10]([CH3:37])[N:11]([CH2:14][C:15]2[S:30][C:18]3[N:19]([CH2:26][CH:27]([CH3:29])[CH3:28])[C:20](=[O:25])[N:21]([CH3:24])[C:22](=[O:23])[C:17]=3[C:16]=2[C:31]([N:33]([O:35]C)[CH3:34])=[O:32])[C:12]=1[Cl:13].CN(C)C=O. (4) Given the product [NH2:12][C:13]1[C:22]2[N:23]=[C:24]([CH2:31][CH2:32][CH2:33][CH3:34])[N:25]([CH2:26][CH2:27][CH2:28][CH2:29][NH:30][C:9](=[O:11])[CH2:8][S:7][C:4]3[CH:3]=[CH:2][N:1]=[CH:6][CH:5]=3)[C:21]=2[C:20]2[N:19]=[CH:18][CH:17]=[CH:16][C:15]=2[N:14]=1, predict the reactants needed to synthesize it. The reactants are: [N:1]1[CH:6]=[CH:5][C:4]([S:7][CH2:8][C:9]([OH:11])=O)=[CH:3][CH:2]=1.[NH2:12][C:13]1[C:22]2[N:23]=[C:24]([CH2:31][CH2:32][CH2:33][CH3:34])[N:25]([CH2:26][CH2:27][CH2:28][CH2:29][NH2:30])[C:21]=2[C:20]2[N:19]=[CH:18][CH:17]=[CH:16][C:15]=2[N:14]=1. (5) Given the product [NH2:19][C@H:13]1[CH2:12][O:11][CH2:10][C@H:9]([CH2:30][CH2:31][CH:32]([CH3:34])[CH3:33])[C@@H:8]([CH2:1][C:2]2[CH:3]=[CH:4][CH:5]=[CH:6][CH:7]=2)[C@H:16]([CH3:17])[O:15][C:14]1=[O:18], predict the reactants needed to synthesize it. The reactants are: [CH2:1]([C@H:8]1[C@H:16]([CH3:17])[O:15][C:14](=[O:18])[C@@H:13]([NH:19]C(=O)OCC2C=CC=CC=2)[CH2:12][O:11][CH2:10][C@@H:9]1[CH2:30][CH2:31][CH:32]([CH3:34])[CH3:33])[C:2]1[CH:7]=[CH:6][CH:5]=[CH:4][CH:3]=1. (6) Given the product [C:22]1([S:28]([NH:31][C:1]([C:4]2[CH:12]=[C:11]3[C:7]([CH:8]=[C:9]([CH3:21])[N:10]3[CH2:13][C:14]3[CH:19]=[CH:18][CH:17]=[CH:16][C:15]=3[Cl:20])=[CH:6][CH:5]=2)=[O:3])(=[O:30])=[O:29])[CH:27]=[CH:26][CH:25]=[CH:24][CH:23]=1, predict the reactants needed to synthesize it. The reactants are: [C:1]([C:4]1[CH:12]=[C:11]2[C:7]([CH:8]=[C:9]([CH3:21])[N:10]2[CH2:13][C:14]2[CH:19]=[CH:18][CH:17]=[CH:16][C:15]=2[Cl:20])=[CH:6][CH:5]=1)([OH:3])=O.[C:22]1([S:28]([NH2:31])(=[O:30])=[O:29])[CH:27]=[CH:26][CH:25]=[CH:24][CH:23]=1.C1(C2CCCCCCCCCC=2)CCCCCCCCNN=1. (7) The reactants are: C1C=C(Cl)C=C(C(OO)=[O:9])C=1.[Cl:12][C:13]1[CH:18]=[CH:17][CH:16]=[C:15]([Cl:19])[C:14]=1[N:20]1[CH:28]=[C:23]2[CH:24]=[N:25][CH:26]=[CH:27][C:22]2=[N:21]1.S([O-])([O-])(=O)=S.[Na+].[Na+]. Given the product [Cl:12][C:13]1[CH:18]=[CH:17][CH:16]=[C:15]([Cl:19])[C:14]=1[N:20]1[CH:28]=[C:23]2[CH:24]=[N+:25]([O-:9])[CH:26]=[CH:27][C:22]2=[N:21]1, predict the reactants needed to synthesize it.